Dataset: Forward reaction prediction with 1.9M reactions from USPTO patents (1976-2016). Task: Predict the product of the given reaction. (1) Given the reactants Cl[C:2]1[C:7]([N+:8]([O-:10])=[O:9])=[CH:6][C:5]([F:11])=[CH:4][C:3]=1[N+:12]([O-:14])=[O:13].[Cu](C#N)[C:16]#[N:17], predict the reaction product. The product is: [F:11][C:5]1[CH:6]=[C:7]([N+:8]([O-:10])=[O:9])[C:2]([C:16]#[N:17])=[C:3]([N+:12]([O-:14])=[O:13])[CH:4]=1. (2) Given the reactants BrC1C=CC=C2C=1C(C1C(O)=CC3OCOC=3C=1)[C:5](=[O:16])N2CCCCC.[Cl:27][C:28]1[CH:36]=[CH:35][CH:34]=[C:33]2[C:29]=1[CH:30]([C:44]1[C:45]([OH:53])=[CH:46][C:47]3[O:51][CH2:50][CH2:49][C:48]=3[CH:52]=1)[C:31](=[O:43])[N:32]2[CH2:37][C:38]([O:40][CH2:41][CH3:42])=[O:39], predict the reaction product. The product is: [Cl:27][C:28]1[CH:36]=[CH:35][CH:34]=[C:33]2[C:29]=1[C:30]([C:44]1[C:45]([OH:53])=[CH:46][C:47]3[O:51][CH2:50][CH2:49][C:48]=3[CH:52]=1)([CH2:5][OH:16])[C:31](=[O:43])[N:32]2[CH2:37][C:38]([O:40][CH2:41][CH3:42])=[O:39]. (3) Given the reactants CS(O[N:6]=[C:7](Cl)[CH:8]1[CH2:10][CH2:9]1)(=O)=O.[N-:12]=[C:13]=[S:14].[Na+].N1C=CC=CC=1.[F:22][C:23]1[CH:41]=[C:40]([S:42]([CH3:45])(=[O:44])=[O:43])[C:39]([F:46])=[CH:38][C:24]=1[O:25][CH:26]1[CH2:30][CH2:29][N:28]([CH:31]2[CH2:36][CH2:35][NH:34][CH2:33][CH2:32]2)[C:27]1=[O:37], predict the reaction product. The product is: [CH:8]1([C:7]2[N:12]=[C:13]([N:34]3[CH2:33][CH2:32][CH:31]([N:28]4[CH2:29][CH2:30][CH:26]([O:25][C:24]5[CH:38]=[C:39]([F:46])[C:40]([S:42]([CH3:45])(=[O:44])=[O:43])=[CH:41][C:23]=5[F:22])[C:27]4=[O:37])[CH2:36][CH2:35]3)[S:14][N:6]=2)[CH2:9][CH2:10]1. (4) Given the reactants [F:1][C:2]1[CH:11]=[C:10]2[C:5]([N:6]=[C:7]([C:13]([F:16])([F:15])[F:14])[C:8](O)=[N:9]2)=[CH:4][CH:3]=1.O=P(Cl)(Cl)[Cl:19].O.C(#N)C.O, predict the reaction product. The product is: [Cl:19][C:8]1[C:7]([C:13]([F:16])([F:15])[F:14])=[N:6][C:5]2[C:10]([N:9]=1)=[CH:11][C:2]([F:1])=[CH:3][CH:4]=2. (5) Given the reactants [CH3:1][C:2]1[C:3](=[O:14])[O:4][CH2:5][C@H:6]([C:8]2[CH:13]=[CH:12][CH:11]=[CH:10][CH:9]=2)[N:7]=1.[B-](F)(F)(F)[O+:16]1CCCC1.[CH2:24]([CH:26]([CH2:30][CH3:31])[CH2:27][Mg]Br)[CH3:25].O1CCCC1.C(O)(=O)C.[Cl-].[NH4+], predict the reaction product. The product is: [CH2:24]([CH:26]([CH2:30][CH3:31])[CH2:27][C:2]([NH:7][CH:6]([C:8]1[CH:13]=[CH:12][CH:11]=[CH:10][CH:9]=1)[CH2:5][OH:4])([CH3:1])[C:3]([OH:14])=[O:16])[CH3:25]. (6) Given the reactants [N+:1]([C:4]1[C:9]([N:10]2[CH2:15][CH2:14][O:13][CH2:12][CH2:11]2)=[CH:8][CH:7]=[CH:6][N:5]=1)([O-])=O.[H][H], predict the reaction product. The product is: [O:13]1[CH2:14][CH2:15][N:10]([C:9]2[C:4]([NH2:1])=[N:5][CH:6]=[CH:7][CH:8]=2)[CH2:11][CH2:12]1. (7) Given the reactants [Cl:1][C:2]1[NH:3][CH:4]=[C:5]([N+:7]([O-:9])=[O:8])[N:6]=1.[O:10]1[C:12]2([CH2:17][CH2:16][N:15]([C:18]([O:20][C:21]([CH3:24])([CH3:23])[CH3:22])=[O:19])[CH2:14][CH2:13]2)[CH2:11]1.C(=O)([O-])O.[Na+], predict the reaction product. The product is: [Cl:1][C:2]1[N:3]([CH2:11][C:12]2([OH:10])[CH2:13][CH2:14][N:15]([C:18]([O:20][C:21]([CH3:24])([CH3:23])[CH3:22])=[O:19])[CH2:16][CH2:17]2)[CH:4]=[C:5]([N+:7]([O-:9])=[O:8])[N:6]=1. (8) Given the reactants [CH3:1][N:2]([CH2:9][CH2:10][O:11][C:12]1[CH:25]=[CH:24][C:15]([CH2:16][CH:17]2[S:21][C:20](=[O:22])[NH:19][C:18]2=[O:23])=[CH:14][CH:13]=1)[C:3]1[CH:8]=[CH:7][CH:6]=[CH:5][N:4]=1.[CH2:26]([OH:112])[C@H:27]1[O:32][C@@H:31]2[O:33][C@H:34]3[C@H:39]([OH:40])[C@@H:38]([OH:41])[C@@H:37]([O:42][C@H:43]4[C@H:48]([OH:49])[C@@H:47]([OH:50])[C@@H:46]([O:51][C@H:52]5[C@H:57]([OH:58])[C@@H:56]([OH:59])[CH:55]([O:60][CH:61]6[C@H:66]([OH:67])[C@@H:65]([OH:68])[CH:64]([CH:69]7[C@H:74]([OH:75])[C@@H:73]([OH:76])[CH:72]([O:77][C@H:78]8[C@H:83]([OH:84])[C@@H:82]([OH:85])[C@@H:81]([O:86][C@H:87]9[C@H:93]([OH:94])[C@@H:92]([OH:95])[C@@H:90]([O:91][C@H:28]1[C@H:29]([OH:111])[C@H:30]2[OH:110])[O:89][C@@H:88]9[CH2:96][OH:97])[O:80][C@@H:79]8[CH2:98][OH:99])[O:71][C@@H:70]7[CH2:100][OH:101])[O:63][C@@H:62]6[CH2:102][OH:103])[O:54][C@@H:53]5[CH2:104][OH:105])[O:45][C@@H:44]4[CH2:106][OH:107])[O:36][C@@H:35]3[CH2:108][OH:109], predict the reaction product. The product is: [CH3:1][N:2]([CH2:9][CH2:10][O:11][C:12]1[CH:25]=[CH:24][C:15]([CH2:16][CH:17]2[S:21][C:20](=[O:22])[NH:19][C:18]2=[O:23])=[CH:14][CH:13]=1)[C:3]1[CH:8]=[CH:7][CH:6]=[CH:5][N:4]=1.[CH2:26]([OH:112])[C@H:27]1[O:32][C@@H:31]2[O:33][C@H:34]3[C@H:39]([OH:40])[C@@H:38]([OH:41])[C@@H:37]([O:42][C@H:43]4[C@H:48]([OH:49])[C@@H:47]([OH:50])[C@@H:46]([O:51][C@H:52]5[C@H:57]([OH:58])[C@@H:56]([OH:59])[CH:55]([O:60][CH:61]6[C@H:66]([OH:67])[C@@H:65]([OH:68])[CH:64]([CH:69]7[C@H:74]([OH:75])[C@@H:73]([OH:76])[CH:72]([O:77][C@H:78]8[C@H:83]([OH:84])[C@@H:82]([OH:85])[C@@H:81]([O:86][C@H:87]9[C@H:93]([OH:94])[C@@H:92]([OH:95])[C@@H:90]([O:91][C@H:28]1[C@H:29]([OH:111])[C@H:30]2[OH:110])[O:89][C@@H:88]9[CH2:96][OH:97])[O:80][C@@H:79]8[CH2:98][OH:99])[O:71][C@@H:70]7[CH2:100][OH:101])[O:63][C@@H:62]6[CH2:102][OH:103])[O:54][C@@H:53]5[CH2:104][OH:105])[O:45][C@@H:44]4[CH2:106][OH:107])[O:36][C@@H:35]3[CH2:108][OH:109]. (9) Given the reactants [CH2:1]([C:8]1[S:12][C:11]([NH2:13])=[N:10][C:9]=1[C:14]1[CH:19]=[CH:18][C:17]([O:20][CH3:21])=[CH:16][CH:15]=1)[C:2]1[CH:7]=[CH:6][CH:5]=[CH:4][CH:3]=1.[CH3:22][O:23][C:24]1[CH:32]=[CH:31][C:27]([C:28](Cl)=[O:29])=[CH:26][CH:25]=1, predict the reaction product. The product is: [CH2:1]([C:8]1[S:12][C:11]([NH:13][C:28](=[O:29])[C:27]2[CH:31]=[CH:32][C:24]([O:23][CH3:22])=[CH:25][CH:26]=2)=[N:10][C:9]=1[C:14]1[CH:15]=[CH:16][C:17]([O:20][CH3:21])=[CH:18][CH:19]=1)[C:2]1[CH:3]=[CH:4][CH:5]=[CH:6][CH:7]=1. (10) Given the reactants S(OS(C(F)(F)F)(=O)=O)(C(F)(F)F)(=O)=O.[C:16]([O:21][CH2:22][C:23]1[CH:28]=[CH:27][CH:26]=[CH:25][CH:24]=1)(=[O:20])[C@H:17]([CH3:19])O.N1C(C)=CC=CC=1C.[CH2:37]([O:40][NH2:41])[CH:38]=[CH2:39].C([O-])(O)=O.[Na+], predict the reaction product. The product is: [CH2:22]([O:21][C:16](=[O:20])[C@@H:17]([CH3:19])[NH:41][O:40][CH2:37][CH:38]=[CH2:39])[C:23]1[CH:28]=[CH:27][CH:26]=[CH:25][CH:24]=1.